From a dataset of Reaction yield outcomes from USPTO patents with 853,638 reactions. Predict the reaction yield, written as a fraction of the theoretical maximum amount of product (1.0 means a 100% yield; for example, 0.34 means a 34% yield). The yield is 0.820. The product is [Br:16][C:17]1[CH:22]=[CH:21][C:20]([S:23][CH2:3][C:4]2[CH:9]=[CH:8][N:7]=[CH:6][CH:5]=2)=[CH:19][CH:18]=1. The reactants are Cl.Br[CH2:3][C:4]1[CH:9]=[CH:8][N:7]=[CH:6][CH:5]=1.C(=O)([O-])[O-].[K+].[K+].[Br:16][C:17]1[CH:22]=[CH:21][C:20]([SH:23])=[CH:19][CH:18]=1.C(OCC)(=O)C. The catalyst is C1COCC1.O.